This data is from Catalyst prediction with 721,799 reactions and 888 catalyst types from USPTO. The task is: Predict which catalyst facilitates the given reaction. (1) Reactant: [O:1]1[CH2:7][CH2:6][CH2:5][O:4][C:3]2[CH:8]=[C:9]([C:12]3[C:17]([CH:18]([CH2:23][CH2:24][CH3:25])[C:19]([O:21]C)=[O:20])=[C:16]([CH3:26])[N:15]=[C:14]([C:27]4[CH:32]=[CH:31][CH:30]=[CH:29][CH:28]=4)[N:13]=3)[CH:10]=[CH:11][C:2]1=2.[OH-].[Na+]. Product: [O:1]1[CH2:7][CH2:6][CH2:5][O:4][C:3]2[CH:8]=[C:9]([C:12]3[C:17]([CH:18]([CH2:23][CH2:24][CH3:25])[C:19]([OH:21])=[O:20])=[C:16]([CH3:26])[N:15]=[C:14]([C:27]4[CH:28]=[CH:29][CH:30]=[CH:31][CH:32]=4)[N:13]=3)[CH:10]=[CH:11][C:2]1=2. The catalyst class is: 5. (2) Reactant: [NH2:1][CH:2]1[CH:6]2[O:7][CH2:8][CH:9]([NH:10][C:11]3[C:16]([Cl:17])=[CH:15][N:14]=[C:13]([NH:18][C:19]4[CH:20]=[N:21][N:22]([CH3:24])[CH:23]=4)[N:12]=3)[CH:5]2[O:4][CH2:3]1.[CH3:25][S:26](Cl)(=[O:28])=[O:27]. Product: [Cl:17][C:16]1[C:11]([NH:10][CH:9]2[CH:5]3[O:4][CH2:3][CH:2]([NH:1][S:26]([CH3:25])(=[O:28])=[O:27])[CH:6]3[O:7][CH2:8]2)=[N:12][C:13]([NH:18][C:19]2[CH:20]=[N:21][N:22]([CH3:24])[CH:23]=2)=[N:14][CH:15]=1. The catalyst class is: 112.